From a dataset of Peptide-MHC class I binding affinity with 185,985 pairs from IEDB/IMGT. Regression. Given a peptide amino acid sequence and an MHC pseudo amino acid sequence, predict their binding affinity value. This is MHC class I binding data. (1) The peptide sequence is KSHNVSLIW. The MHC is HLA-B58:01 with pseudo-sequence HLA-B58:01. The binding affinity (normalized) is 0.534. (2) The peptide sequence is AQRWANQIR. The MHC is HLA-B07:02 with pseudo-sequence HLA-B07:02. The binding affinity (normalized) is 0.0847. (3) The peptide sequence is RLATVGYPK. The MHC is HLA-A29:02 with pseudo-sequence HLA-A29:02. The binding affinity (normalized) is 0.213. (4) The peptide sequence is VVHGYFTEV. The MHC is HLA-A02:03 with pseudo-sequence HLA-A02:03. The binding affinity (normalized) is 0.890. (5) The peptide sequence is SLIVKCMPY. The MHC is HLA-B58:01 with pseudo-sequence HLA-B58:01. The binding affinity (normalized) is 0.0847. (6) The peptide sequence is VVCSMEYKK. The MHC is HLA-A31:01 with pseudo-sequence HLA-A31:01. The binding affinity (normalized) is 0.372. (7) The peptide sequence is ELYENKPDV. The MHC is HLA-B51:01 with pseudo-sequence HLA-B51:01. The binding affinity (normalized) is 0.0847. (8) The peptide sequence is YQYVRLHEM. The MHC is H-2-Db with pseudo-sequence H-2-Db. The binding affinity (normalized) is 0.569. (9) The peptide sequence is SYRNFSFSL. The MHC is HLA-A02:03 with pseudo-sequence HLA-A02:03. The binding affinity (normalized) is 0.231. (10) The peptide sequence is YSLAGSSPF. The MHC is HLA-B27:20 with pseudo-sequence HLA-B27:20. The binding affinity (normalized) is 0.699.